Dataset: Forward reaction prediction with 1.9M reactions from USPTO patents (1976-2016). Task: Predict the product of the given reaction. (1) Given the reactants B.[Na].C(OC(C)C)(C)C.[OH-].[Na+].[F:12][C:13]([F:25])([F:24])[C:14]([OH:23])([C:19]([F:22])([F:21])[F:20])[C:15](OC)=[O:16].Cl, predict the reaction product. The product is: [F:12][C:13]([F:24])([F:25])[C:14]([C:19]([F:20])([F:22])[F:21])([OH:23])[CH2:15][OH:16]. (2) Given the reactants [O:1]=[C:2]1[C:11]2[C:6](=[CH:7][CH:8]=[CH:9][CH:10]=2)[N:5]=[C:4]([C:12]([O:14]CC)=O)[NH:3]1.C1(C(C2C=CC=CC=2)(C2C=CC=CC=2)[N:24]2[CH:28]=[N:27][C:26]([CH2:29][CH2:30][CH2:31][O:32][C:33]3[CH:38]=[C:37]([CH2:39][NH2:40])[CH:36]=[CH:35][N:34]=3)=[N:25]2)C=CC=CC=1.C(N(C(C)C)CC)(C)C, predict the reaction product. The product is: [O:1]=[C:2]1[C:11]2[C:6](=[CH:7][CH:8]=[CH:9][CH:10]=2)[N:5]=[C:4]([C:12]([NH:40][CH2:39][C:37]2[CH:36]=[CH:35][N:34]=[C:33]([O:32][CH2:31][CH2:30][CH2:29][C:26]3[N:27]=[CH:28][NH:24][N:25]=3)[CH:38]=2)=[O:14])[NH:3]1. (3) Given the reactants [NH2:1][C:2]1[S:3][C:4]([C:8]2[CH:13]=[CH:12][N:11]=[C:10]([NH:14][C:15]3[CH:20]=[CH:19][CH:18]=[C:17]([N+:21]([O-:23])=[O:22])[CH:16]=3)[N:9]=2)=[C:5]([CH3:7])[N:6]=1.[CH3:24][S:25](Cl)(=[O:27])=[O:26].CCN(CC)CC, predict the reaction product. The product is: [CH3:7][C:5]1[N:6]=[C:2]([NH:1][S:25]([CH3:24])(=[O:27])=[O:26])[S:3][C:4]=1[C:8]1[CH:13]=[CH:12][N:11]=[C:10]([NH:14][C:15]2[CH:20]=[CH:19][CH:18]=[C:17]([N+:21]([O-:23])=[O:22])[CH:16]=2)[N:9]=1. (4) Given the reactants [CH3:1][O:2][C:3]1[CH:8]=[CH:7][C:6]([C:9]2[O:10][C:11]3[C:16]([C:17](=O)[CH:18]=2)=[CH:15][CH:14]=[C:13]([O:20][CH2:21][CH2:22][CH2:23][N:24]2[CH2:29][CH2:28][O:27][CH2:26][CH2:25]2)[CH:12]=3)=[CH:5][CH:4]=1.COC1C=CC(P2(SP(C3C=CC(OC)=CC=3)(=S)S2)=[S:39])=CC=1, predict the reaction product. The product is: [CH3:1][O:2][C:3]1[CH:8]=[CH:7][C:6]([C:9]2[O:10][C:11]3[C:16]([C:17](=[S:39])[CH:18]=2)=[CH:15][CH:14]=[C:13]([O:20][CH2:21][CH2:22][CH2:23][N:24]2[CH2:29][CH2:28][O:27][CH2:26][CH2:25]2)[CH:12]=3)=[CH:5][CH:4]=1. (5) Given the reactants [H-].[Na+].[OH:3][CH:4]1[CH2:7][N:6]([C:8]([O:10][C:11]([CH3:14])([CH3:13])[CH3:12])=[O:9])[CH2:5]1.I[CH3:16].O, predict the reaction product. The product is: [CH3:16][O:3][CH:4]1[CH2:5][N:6]([C:8]([O:10][C:11]([CH3:14])([CH3:13])[CH3:12])=[O:9])[CH2:7]1.